This data is from Forward reaction prediction with 1.9M reactions from USPTO patents (1976-2016). The task is: Predict the product of the given reaction. (1) Given the reactants [N+](CC)([O-])=O.ClCCC[N:10]1[C:18]2[C:13](=[CH:14][C:15](C=O)=[CH:16][CH:17]=2)[CH2:12][CH2:11]1.C([O-])(=O)C.[NH4+].O, predict the reaction product. The product is: [NH:10]1[C:18]2[C:13](=[CH:14][CH:15]=[CH:16][CH:17]=2)[CH2:12][CH2:11]1. (2) Given the reactants [I:1][C:2]1[CH:7]=[CH:6][C:5]([OH:8])=[C:4]([CH3:9])[CH:3]=1.[CH2:10](Br)[C:11]1[CH:16]=[CH:15][CH:14]=[CH:13][CH:12]=1.C([O-])([O-])=O.[K+].[K+], predict the reaction product. The product is: [CH2:10]([O:8][C:5]1[CH:6]=[CH:7][C:2]([I:1])=[CH:3][C:4]=1[CH3:9])[C:11]1[CH:16]=[CH:15][CH:14]=[CH:13][CH:12]=1. (3) Given the reactants [H-].[Na+].[CH2:3]([O:10][C:11](=[O:19])[NH:12][C@H:13]1[CH2:17][CH2:16][NH:15][C:14]1=[O:18])[C:4]1[CH:9]=[CH:8][CH:7]=[CH:6][CH:5]=1.[CH2:20](Br)[C:21]#[CH:22], predict the reaction product. The product is: [CH2:3]([O:10][C:11](=[O:19])[NH:12][C@H:13]1[CH2:17][CH2:16][N:15]([CH2:22][C:21]#[CH:20])[C:14]1=[O:18])[C:4]1[CH:5]=[CH:6][CH:7]=[CH:8][CH:9]=1. (4) The product is: [F:1][C:2]1[CH:3]=[CH:4][C:5]([C:8]2[C:9]([C:23]3[CH:28]=[CH:27][C:26](=[O:29])[N:25]([C:30]4[CH:35]=[CH:34][CH:33]=[CH:32][C:31]=4[CH3:36])[N:24]=3)=[C:10]3[N:15]([CH2:16][CH2:17][C:18]([OH:20])=[O:19])[CH2:14][CH2:13][N:11]3[N:12]=2)=[CH:6][CH:7]=1. Given the reactants [F:1][C:2]1[CH:7]=[CH:6][C:5]([C:8]2[C:9]([C:23]3[CH:28]=[CH:27][C:26](=[O:29])[N:25]([C:30]4[CH:35]=[CH:34][CH:33]=[CH:32][C:31]=4[CH3:36])[N:24]=3)=[C:10]3[N:15]([CH2:16][CH2:17][C:18]([O:20]CC)=[O:19])[CH2:14][CH2:13][N:11]3[N:12]=2)=[CH:4][CH:3]=1.[OH-].[Na+], predict the reaction product. (5) The product is: [Cl:14][C:15]1[CH:45]=[CH:44][CH:43]=[CH:42][C:16]=1[CH2:17][C:18]1[C:19]([CH:37]([O:38][CH3:39])[O:40][CH3:41])=[N:20][N:21]([S:48]([N:47]([CH3:52])[CH3:46])(=[O:50])=[O:49])[C:22]=1[N:23]1[CH2:28][CH2:27][CH2:26][C@@H:25]([NH:29][C:30](=[O:36])[O:31][C:32]([CH3:35])([CH3:33])[CH3:34])[CH2:24]1. Given the reactants C(N(CC)CC)C.CC(C)([O-])C.[K+].[Cl:14][C:15]1[CH:45]=[CH:44][CH:43]=[CH:42][C:16]=1[CH2:17][C:18]1[C:19]([CH:37]([O:40][CH3:41])[O:38][CH3:39])=[N:20][NH:21][C:22]=1[N:23]1[CH2:28][CH2:27][CH2:26][C@@H:25]([NH:29][C:30](=[O:36])[O:31][C:32]([CH3:35])([CH3:34])[CH3:33])[CH2:24]1.[CH3:46][N:47]([CH3:52])[S:48](Cl)(=[O:50])=[O:49], predict the reaction product.